From a dataset of Forward reaction prediction with 1.9M reactions from USPTO patents (1976-2016). Predict the product of the given reaction. Given the reactants C([NH:4][CH2:5][CH2:6][CH2:7][C:8]1[CH:9]=[CH:10][C:11]([CH2:14][CH2:15][CH2:16][NH:17]C(=O)C)=[N:12][CH:13]=1)(=O)C.[OH-].[Na+], predict the reaction product. The product is: [NH2:4][CH2:5][CH2:6][CH2:7][C:8]1[CH:9]=[CH:10][C:11]([CH2:14][CH2:15][CH2:16][NH2:17])=[N:12][CH:13]=1.